From a dataset of NCI-60 drug combinations with 297,098 pairs across 59 cell lines. Regression. Given two drug SMILES strings and cell line genomic features, predict the synergy score measuring deviation from expected non-interaction effect. (1) Drug 1: CC1=C2C(C(=O)C3(C(CC4C(C3C(C(C2(C)C)(CC1OC(=O)C(C(C5=CC=CC=C5)NC(=O)OC(C)(C)C)O)O)OC(=O)C6=CC=CC=C6)(CO4)OC(=O)C)OC)C)OC. Drug 2: CN(C)N=NC1=C(NC=N1)C(=O)N. Cell line: SW-620. Synergy scores: CSS=7.99, Synergy_ZIP=-6.79, Synergy_Bliss=-15.0, Synergy_Loewe=-51.1, Synergy_HSA=-18.2. (2) Drug 1: CCN(CC)CCNC(=O)C1=C(NC(=C1C)C=C2C3=C(C=CC(=C3)F)NC2=O)C. Drug 2: C1CC(=O)NC(=O)C1N2C(=O)C3=CC=CC=C3C2=O. Cell line: MALME-3M. Synergy scores: CSS=-2.04, Synergy_ZIP=0.831, Synergy_Bliss=3.17, Synergy_Loewe=0.884, Synergy_HSA=-1.84. (3) Drug 1: C1CCC(CC1)NC(=O)N(CCCl)N=O. Drug 2: CC(C)CN1C=NC2=C1C3=CC=CC=C3N=C2N. Cell line: HOP-92. Synergy scores: CSS=24.7, Synergy_ZIP=-7.62, Synergy_Bliss=-5.58, Synergy_Loewe=-4.88, Synergy_HSA=-4.90. (4) Drug 1: COC1=C(C=C2C(=C1)N=CN=C2NC3=CC(=C(C=C3)F)Cl)OCCCN4CCOCC4. Drug 2: CC12CCC3C(C1CCC2=O)CC(=C)C4=CC(=O)C=CC34C. Cell line: K-562. Synergy scores: CSS=67.0, Synergy_ZIP=-3.55, Synergy_Bliss=-2.50, Synergy_Loewe=-1.27, Synergy_HSA=-1.30. (5) Drug 1: C1C(C(OC1N2C=NC3=C(N=C(N=C32)Cl)N)CO)O. Drug 2: C(CCl)NC(=O)N(CCCl)N=O. Cell line: MCF7. Synergy scores: CSS=-5.25, Synergy_ZIP=1.39, Synergy_Bliss=-3.62, Synergy_Loewe=-6.41, Synergy_HSA=-6.55.